The task is: Predict the product of the given reaction.. This data is from Forward reaction prediction with 1.9M reactions from USPTO patents (1976-2016). Given the reactants [C:1]([C:5]1[CH:17]=[CH:16][CH:15]=[C:14]2[C:6]=1[C:7]1[C:8](=[O:18])[CH2:9][CH2:10][CH2:11][C:12]=1[NH:13]2)([O:3][CH3:4])=[O:2].[CH2:19](Br)[C:20]1[CH:25]=[CH:24][CH:23]=[CH:22][CH:21]=1.C(=O)([O-])[O-].[K+].[K+], predict the reaction product. The product is: [C:20]1([CH2:19][N:13]2[C:12]3[CH2:11][CH2:10][CH2:9][C:8](=[O:18])[C:7]=3[C:6]3[C:14]2=[CH:15][CH:16]=[CH:17][C:5]=3[C:1]([O:3][CH3:4])=[O:2])[CH:25]=[CH:24][CH:23]=[CH:22][CH:21]=1.